From a dataset of Forward reaction prediction with 1.9M reactions from USPTO patents (1976-2016). Predict the product of the given reaction. (1) Given the reactants [F:1][C:2]1[CH:3]=[C:4]([CH2:8][CH2:9][NH:10][C:11]2[S:12][CH2:13][C:14](=[O:16])[N:15]=2)[CH:5]=[CH:6][CH:7]=1.[CH2:17]([O:19][C:20]1[C:29]2[C:24](=[CH:25][CH:26]=[C:27]([CH:30]=O)[CH:28]=2)[N:23]=[C:22]([NH:32][CH3:33])[N:21]=1)[CH3:18].C(O)(=O)C1C=CC=CC=1.N1CCCCC1, predict the reaction product. The product is: [CH2:17]([O:19][C:20]1[C:29]2[C:24](=[CH:25][CH:26]=[C:27]([CH:30]=[C:13]3[S:12][C:11]([NH:10][CH2:9][CH2:8][C:4]4[CH:5]=[CH:6][CH:7]=[C:2]([F:1])[CH:3]=4)=[N:15][C:14]3=[O:16])[CH:28]=2)[N:23]=[C:22]([NH:32][CH3:33])[N:21]=1)[CH3:18]. (2) Given the reactants [C:1]([C:11]1[CH:16]=[C:15]([O:17][Si:18]([C:21]([CH3:24])([CH3:23])[CH3:22])([CH3:20])[CH3:19])[CH:14]=[CH:13][C:12]=1[C:25]1[CH:30]=[CH:29][C:28]([O:31][Si:32]([C:35]([CH3:38])([CH3:37])[CH3:36])([CH3:34])[CH3:33])=[CH:27][C:26]=1[C:39]#[C:40][CH2:41][CH2:42][CH2:43][CH2:44][CH2:45][CH2:46][CH2:47][CH3:48])#[C:2][CH2:3][CH2:4][CH2:5][CH2:6][CH2:7][CH2:8][CH2:9][CH3:10].N12CCCN=C1CCCCC2, predict the reaction product. The product is: [CH2:41]([C:40]1[C:13]2[C:12]3[C:11](=[CH:1][C:2]([CH2:3][CH2:4][CH2:5][CH2:6][CH2:7][CH2:8][CH2:9][CH3:10])=[C:30]4[C:25]=3[C:26]([CH:39]=1)=[CH:27][C:28]([O:31][Si:32]([C:35]([CH3:36])([CH3:37])[CH3:38])([CH3:33])[CH3:34])=[CH:29]4)[CH:16]=[C:15]([O:17][Si:18]([C:21]([CH3:23])([CH3:24])[CH3:22])([CH3:20])[CH3:19])[CH:14]=2)[CH2:42][CH2:43][CH2:44][CH2:45][CH2:46][CH2:47][CH3:48].